Dataset: Reaction yield outcomes from USPTO patents with 853,638 reactions. Task: Predict the reaction yield, written as a fraction of the theoretical maximum amount of product (1.0 means a 100% yield; for example, 0.34 means a 34% yield). (1) The reactants are [Cl:1][C:2]1[N:23]=[CH:22][CH:21]=[CH:20][C:3]=1[C:4]([NH:6][C:7]1[CH:12]=[CH:11][C:10]([CH2:13][CH2:14][C:15]([O:17][CH2:18][CH3:19])=[O:16])=[CH:9][CH:8]=1)=[O:5].[H-].[Na+].[CH3:26][O:27][CH2:28]Cl. The catalyst is CN(C)C=O. The product is [Cl:1][C:2]1[N:23]=[CH:22][CH:21]=[CH:20][C:3]=1[C:4]([N:6]([C:7]1[CH:8]=[CH:9][C:10]([CH2:13][CH2:14][C:15]([O:17][CH2:18][CH3:19])=[O:16])=[CH:11][CH:12]=1)[CH2:26][O:27][CH3:28])=[O:5]. The yield is 0.500. (2) The reactants are [NH2:1][C:2]1[CH:10]=[CH:9][CH:8]=[C:7]2[C:3]=1[CH2:4][N:5]([CH:12]1[CH2:17][CH2:16][C:15](=[O:18])[NH:14][C:13]1=[O:19])[C:6]2=[O:11].[CH:20](=O)[C:21]1[CH:26]=[CH:25][CH:24]=[CH:23][CH:22]=1.[BH4-].[Na+]. The catalyst is CO.C(O)(=O)C. The product is [O:11]=[C:6]1[C:7]2[C:3](=[C:2]([NH:1][CH2:20][C:21]3[CH:26]=[CH:25][CH:24]=[CH:23][CH:22]=3)[CH:10]=[CH:9][CH:8]=2)[CH2:4][N:5]1[CH:12]1[CH2:17][CH2:16][C:15](=[O:18])[NH:14][C:13]1=[O:19]. The yield is 0.600. (3) The reactants are [SH:1][C:2]1[CH:11]=[CH:10][CH:9]=[CH:8][C:3]=1[C:4]([O:6][CH3:7])=[O:5].I[C:13]1[CH:14]=[CH:15][C:16]2[N:17]([CH:19]=[C:20]([NH:22][C:23]([CH:25]3[CH2:27][CH2:26]3)=[O:24])[N:21]=2)[N:18]=1.C(=O)([O-])[O-].[K+].[K+]. The catalyst is CN(C)C=O. The product is [CH:25]1([C:23]([NH:22][C:20]2[N:21]=[C:16]3[CH:15]=[CH:14][C:13]([S:1][C:2]4[CH:11]=[CH:10][CH:9]=[CH:8][C:3]=4[C:4]([O:6][CH3:7])=[O:5])=[N:18][N:17]3[CH:19]=2)=[O:24])[CH2:26][CH2:27]1. The yield is 0.180. (4) The reactants are C(NC(C)C)(C)C.[Li]CCCC.[CH3:13][N:14]([CH2:16][CH:17]1[CH:22]2[CH2:23][CH:19]([CH2:20][CH2:21]2)[C:18]1=[O:24])[CH3:15].C1C=CC(N([S:32]([C:35]([F:38])([F:37])[F:36])(=[O:34])=[O:33])[S:32]([C:35]([F:38])([F:37])[F:36])(=[O:34])=[O:33])=CC=1. The catalyst is C1COCC1. The product is [CH3:15][N:14]([CH2:16][C:17]1[CH:22]2[CH2:23][CH:19]([CH2:20][CH2:21]2)[C:18]=1[O:24][S:32]([C:35]([F:38])([F:37])[F:36])(=[O:34])=[O:33])[CH3:13]. The yield is 0.720. (5) The reactants are [O:1]=[C:2]1[NH:7][C:6]2[CH:8]=[C:9]([CH2:12][N:13]3[CH2:18][CH2:17][N:16]([C:19]4[CH:27]=[CH:26][C:22]([C:23]([OH:25])=O)=[CH:21][CH:20]=4)[CH2:15][CH2:14]3)[CH:10]=[N:11][C:5]=2[N:4]2[CH2:28][CH2:29][CH2:30][C@@H:3]12.[CH:31]1([NH2:34])[CH2:33][CH2:32]1.CCN(C(C)C)C(C)C.CN(C(ON1N=NC2C=CC=NC1=2)=[N+](C)C)C.F[P-](F)(F)(F)(F)F. The catalyst is CN(C=O)C. The product is [CH:31]1([NH:34][C:23](=[O:25])[C:22]2[CH:26]=[CH:27][C:19]([N:16]3[CH2:17][CH2:18][N:13]([CH2:12][C:9]4[CH:10]=[N:11][C:5]5[N:4]6[CH2:28][CH2:29][CH2:30][C@H:3]6[C:2](=[O:1])[NH:7][C:6]=5[CH:8]=4)[CH2:14][CH2:15]3)=[CH:20][CH:21]=2)[CH2:33][CH2:32]1. The yield is 0.451. (6) The reactants are [OH-].[Na+].[OH:3][C:4]1[C:16]([C:17]([F:20])([F:19])[F:18])=[CH:15][CH:14]=[C:13]([CH2:21][O:22][C:23]2[CH:28]=[CH:27][C:26]([C:29]3[CH:34]=[CH:33][C:32]([CH2:35][C:36]([O:38]C)=[O:37])=[CH:31][CH:30]=3)=[CH:25][CH:24]=2)[C:5]=1[C:6]([O:8][C:9]([CH3:12])([CH3:11])[CH3:10])=[O:7].Cl. The catalyst is O1CCCC1. The product is [C:9]([O:8][C:6]([C:5]1[C:4]([OH:3])=[C:16]([C:17]([F:18])([F:19])[F:20])[CH:15]=[CH:14][C:13]=1[CH2:21][O:22][C:23]1[CH:24]=[CH:25][C:26]([C:29]2[CH:34]=[CH:33][C:32]([CH2:35][C:36]([OH:38])=[O:37])=[CH:31][CH:30]=2)=[CH:27][CH:28]=1)=[O:7])([CH3:12])([CH3:10])[CH3:11]. The yield is 0.820. (7) The catalyst is CN(C)C=O. The reactants are [O:1]=[C:2]1[C:7]2[CH:8]=[CH:9][CH:10]=[CH:11][C:6]=2[S:5][C:4]([C:12]2[N:17]=[C:16]([CH2:18][CH2:19][C:20](O)=[O:21])[CH:15]=[CH:14][CH:13]=2)=[N:3]1.[C:23]([O:27][C:28](=[O:34])[C@@H:29]1[CH2:33][CH2:32][CH2:31][NH:30]1)([CH3:26])([CH3:25])[CH3:24].CCN=C=NCCCN(C)C.C1C=CC2N(O)N=NC=2C=1. The yield is 0.780. The product is [O:1]=[C:2]1[C:7]2[CH:8]=[CH:9][CH:10]=[CH:11][C:6]=2[S:5][C:4]([C:12]2[N:17]=[C:16]([CH2:18][CH2:19][C:20]([N:30]3[CH2:31][CH2:32][CH2:33][CH:29]3[C:28]([O:27][C:23]([CH3:26])([CH3:24])[CH3:25])=[O:34])=[O:21])[CH:15]=[CH:14][CH:13]=2)=[N:3]1. (8) The reactants are Br[CH2:2][CH2:3][O:4][C:5]1[CH:10]=[C:9]([S:11]([CH3:14])(=[O:13])=[O:12])[CH:8]=[C:7]([F:15])[CH:6]=1.[CH:16]([NH2:19])([CH3:18])[CH3:17]. The catalyst is C(O)C. The product is [F:15][C:7]1[CH:6]=[C:5]([CH:10]=[C:9]([S:11]([CH3:14])(=[O:13])=[O:12])[CH:8]=1)[O:4][CH2:3][CH2:2][NH:19][CH:16]([CH3:18])[CH3:17]. The yield is 0.909. (9) The product is [CH3:24][C:25]1([NH:29][C:19](=[O:21])[C:18]2[CH:22]=[CH:23][C:15]([O:14][CH2:13][C:3]3[C:4]([C:7]4[CH:8]=[CH:9][CH:10]=[CH:11][CH:12]=4)=[N:5][O:6][C:2]=3[CH3:1])=[N:16][CH:17]=2)[CH2:28][O:27][CH2:26]1. The yield is 0.0800. The reactants are [CH3:1][C:2]1[O:6][N:5]=[C:4]([C:7]2[CH:12]=[CH:11][CH:10]=[CH:9][CH:8]=2)[C:3]=1[CH2:13][O:14][C:15]1[CH:23]=[CH:22][C:18]([C:19]([OH:21])=O)=[CH:17][N:16]=1.[CH3:24][C:25]1([NH2:29])[CH2:28][O:27][CH2:26]1. No catalyst specified. (10) The reactants are Cl.[NH:2]([C:4]1[CH:5]=[N:6][CH:7]=[CH:8][CH:9]=1)[NH2:3].[F:10][C:11]([F:18])([CH3:17])[C:12](=O)[CH2:13][C:14]#[N:15]. No catalyst specified. The product is [F:10][C:11]([C:12]1[CH:13]=[C:14]([NH2:15])[N:2]([C:4]2[CH:5]=[N:6][CH:7]=[CH:8][CH:9]=2)[N:3]=1)([F:18])[CH3:17]. The yield is 0.0900.